Dataset: Drug-target binding data from BindingDB using IC50 measurements. Task: Regression. Given a target protein amino acid sequence and a drug SMILES string, predict the binding affinity score between them. We predict pIC50 (pIC50 = -log10(IC50 in M); higher means more potent). Dataset: bindingdb_ic50. (1) The small molecule is Cc1ccc(S(=O)(=O)Nc2cccc(C(=O)/C=C/c3ccc(O)c(O)c3)c2)cc1. The target protein (P06278) has sequence MKQQKRLYARLLTLLFALIFLLPHSAAAAANLNGTLMQYFEWYMPNDGQHWKRLQNDSAYLAEHGITAVWIPPAYKGTSQADVGYGAYDLYDLGEFHQKGTVRTKYGTKGELQSAIKSLHSRDINVYGDVVINHKGGADATEDVTAVEVDPADRNRVISGEHRIKAWTHFHFPGRGSTYSDFKWHWYHFDGTDWDESRKLNRIYKFQGKAWDWEVSNENGNYDYLMYADIDYDHPDVAAEIKRWGTWYANELQLDGFRLDAVKHIKFSFLRDWVNHVREKTGKEMFTVAEYWQNDLGALENYLNKTNFNHSVFDVPLHYQFHAASTQGGGYDMRKLLNSTVVSKHPLKAVTFVDNHDTQPGQSLESTVQTWFKPLAYAFILTRESGYPQVFYGDMYGTKGDSQREIPALKHKIEPILKARKQYAYGAQHDYFDHHDIVGWTREGDSSVANSGLAALITDGPGGAKRMYVGRQNAGETWHDITGNRSEPVVINSEGWGEFH.... The pIC50 is 4.8. (2) The small molecule is C[Si](C)(C)c1cccc(C(=O)C(F)(F)F)c1. The target protein (Q869C3) has sequence MEIRGLLMGRLRLGRRMVPLGLLGVTALLLILPPFALVQGRHHELNNGAAIGSHQLSAAAGVGLASQSAQSGSLASGVMSSVPAAGASSSSSSSLLSSSAEDDVARITLSKDADAFFTPYIGHGESVRIIDAELGTLEHVHSGATPRRRGLTRRESNSDANDNDPLVVNTDKGRIRGITVDAPSGKKVDVWLGIPYAQPPVGPLRFRHPRPAEKWTGVLNTTTPPNSCVQIVDTVFGDFPGATMWNPNTPLSEDCLYINVVAPRPRPKNAAVMLWIFGGGFYSGTATLDVYDHRALASEENVIVVSLQYRVASLGFLFLGTPEAPGNAGLFDQNLALRWVRDNIHRFGGDPSRVTLFGESAGAVSVSLHLLSALSRDLFQRAILQSGSPTAPWALVSREEATLRALRLAEAVGCPHEPSKLSDAVECLRGKDPHVLVNNEWGTLGICEFPFVPVVDGAFLDETPQRSLASGRFKKTEILTGSNTEEGYYFIIYYLTELLR.... The pIC50 is 6.1. (3) The small molecule is Cc1cccc(-c2nnc3n2CCN(C(=O)c2ccc(F)cc2)C3)n1. The target protein (P29371) has sequence MATLPAAETWIDGGGGVGADAVNLTASLAAGAATGAVETGWLQLLDQAGNLSSSPSALGLPVASPAPSQPWANLTNQFVQPSWRIALWSLAYGVVVAVAVLGNLIVIWIILAHKRMRTVTNYFLVNLAFSDASMAAFNTLVNFIYALHSEWYFGANYCRFQNFFPITAVFASIYSMTAIAVDRYMAIIDPLKPRLSATATKIVIGSIWILAFLLAFPQCLYSKTKVMPGRTLCFVQWPEGPKQHFTYHIIVIILVYCFPLLIMGITYTIVGITLWGGEIPGDTCDKYHEQLKAKRKVVKMMIIVVMTFAICWLPYHIYFILTAIYQQLNRWKYIQQVYLASFWLAMSSTMYNPIIYCCLNKRFRAGFKRAFRWCPFIKVSSYDELELKTTRFHPNRQSSMYTVTRMESMTVVFDPNDADTTRSSRKKRATPRDPSFNGCSRRNSKSASATSSFISSPYTSVDEYS. The pIC50 is 6.3.